From a dataset of Forward reaction prediction with 1.9M reactions from USPTO patents (1976-2016). Predict the product of the given reaction. (1) Given the reactants O[C:2](=[C:8]1[C:13](=O)[CH:12]2[CH2:15][CH:9]1[CH2:10][CH2:11]2)[C:3]([O:5][CH2:6][CH3:7])=[O:4].[NH2:16][NH2:17].O.ClCCl, predict the reaction product. The product is: [NH:16]1[C:13]2[CH:12]3[CH2:15][CH:9]([CH2:10][CH2:11]3)[C:8]=2[C:2]([C:3]([O:5][CH2:6][CH3:7])=[O:4])=[N:17]1. (2) Given the reactants O.[C:2]([OH:14])(=[O:13])[CH2:3][C:4]([CH2:9][C:10]([OH:12])=[O:11])([C:6]([OH:8])=[O:7])[OH:5].[C:15]([OH:20])(=[O:19])[C@H:16]([CH3:18])[OH:17].C(O)(=O)CC(CC(O)=O)(C(O)=O)O.C(O)(=O)C(C)O, predict the reaction product. The product is: [C:2]([OH:14])(=[O:13])[CH2:3][C:4]([CH2:9][C:10]([OH:12])=[O:11])([C:6]([OH:8])=[O:7])[OH:5].[C:15]([OH:20])(=[O:19])[CH:16]([CH3:18])[OH:17].